This data is from Reaction yield outcomes from USPTO patents with 853,638 reactions. The task is: Predict the reaction yield, written as a fraction of the theoretical maximum amount of product (1.0 means a 100% yield; for example, 0.34 means a 34% yield). (1) The reactants are Br[C:2]1[CH:3]=[C:4]2[C:9](=[CH:10][CH:11]=1)[N:8]=[CH:7][C:6]([C:12]([CH:14]1[CH2:16][CH2:15]1)=[O:13])=[C:5]2[N:17]1[CH2:22][CH2:21][CH:20]([CH2:23][N:24]([CH3:26])[CH3:25])[CH2:19][CH2:18]1.[CH3:27][O:28][C:29]1[CH:34]=[C:33](B2OC(C)(C)C(C)(C)O2)[CH:32]=[CH:31][C:30]=1[OH:44]. No catalyst specified. The product is [CH:14]1([C:12]([C:6]2[CH:7]=[N:8][C:9]3[C:4]([C:5]=2[N:17]2[CH2:22][CH2:21][CH:20]([CH2:23][N:24]([CH3:25])[CH3:26])[CH2:19][CH2:18]2)=[CH:3][C:2]([C:33]2[CH:32]=[CH:31][C:30]([OH:44])=[C:29]([O:28][CH3:27])[CH:34]=2)=[CH:11][CH:10]=3)=[O:13])[CH2:15][CH2:16]1. The yield is 0.450. (2) The reactants are FC(F)(F)C([NH:5][CH2:6][CH2:7][C:8]1[N:9]=[CH:10][N:11]([C:13]([C:26]2[CH:31]=[CH:30][CH:29]=[CH:28][CH:27]=2)([C:20]2[CH:25]=[CH:24][CH:23]=[CH:22][CH:21]=2)[C:14]2[CH:19]=[CH:18][CH:17]=[CH:16][CH:15]=2)[CH:12]=1)=O.[OH-].[Na+]. The catalyst is O1CCCC1.CO.O. The product is [C:13]([N:11]1[CH:12]=[C:8]([CH2:7][CH2:6][NH2:5])[N:9]=[CH:10]1)([C:26]1[CH:27]=[CH:28][CH:29]=[CH:30][CH:31]=1)([C:20]1[CH:21]=[CH:22][CH:23]=[CH:24][CH:25]=1)[C:14]1[CH:19]=[CH:18][CH:17]=[CH:16][CH:15]=1. The yield is 0.820. (3) The reactants are [Br:1][C:2]1[CH:27]=[CH:26][C:5]2[C:6](=[O:25])[N:7]=[C:8]([C:10]3[CH:15]=[C:14]([CH2:16][CH2:17][C:18]([O:20]C(C)(C)C)=[O:19])[CH:13]=[CH:12][N:11]=3)[S:9][C:4]=2[CH:3]=1. The catalyst is FC(F)(F)C(O)=O. The product is [Br:1][C:2]1[CH:27]=[CH:26][C:5]2[C:6](=[O:25])[N:7]=[C:8]([C:10]3[CH:15]=[C:14]([CH2:16][CH2:17][C:18]([OH:20])=[O:19])[CH:13]=[CH:12][N:11]=3)[S:9][C:4]=2[CH:3]=1. The yield is 0.890. (4) The reactants are [CH3:1][C:2]1[O:6][N:5]=[C:4]([C:7]2[CH:12]=[CH:11][CH:10]=[CH:9][CH:8]=2)[C:3]=1[CH2:13][NH:14][C:15]1[CH:23]=[CH:22][C:18]([C:19]([OH:21])=O)=[CH:17][N:16]=1.[CH:24]([NH2:27])([CH3:26])[CH3:25]. No catalyst specified. The product is [CH:24]([NH:27][C:19](=[O:21])[C:18]1[CH:22]=[CH:23][C:15]([NH:14][CH2:13][C:3]2[C:4]([C:7]3[CH:8]=[CH:9][CH:10]=[CH:11][CH:12]=3)=[N:5][O:6][C:2]=2[CH3:1])=[N:16][CH:17]=1)([CH3:26])[CH3:25]. The yield is 0.820. (5) The reactants are [Cl:1][C:2]1[N:7]=[C:6]([C:8]2[S:12][C:11]([N:13]3[CH2:18][CH2:17][NH:16][CH2:15][CH2:14]3)=[N:10][C:9]=2[C:19]2[C:20]([F:37])=[C:21]([NH:25][S:26]([C:29]3[C:34]([F:35])=[CH:33][CH:32]=[CH:31][C:30]=3[F:36])(=[O:28])=[O:27])[CH:22]=[CH:23][CH:24]=2)[CH:5]=[CH:4][N:3]=1.[CH3:38][S:39](Cl)(=[O:41])=[O:40]. The catalyst is C(Cl)Cl. The product is [Cl:1][C:2]1[N:7]=[C:6]([C:8]2[S:12][C:11]([N:13]3[CH2:18][CH2:17][N:16]([S:39]([CH3:38])(=[O:41])=[O:40])[CH2:15][CH2:14]3)=[N:10][C:9]=2[C:19]2[C:20]([F:37])=[C:21]([NH:25][S:26]([C:29]3[C:30]([F:36])=[CH:31][CH:32]=[CH:33][C:34]=3[F:35])(=[O:28])=[O:27])[CH:22]=[CH:23][CH:24]=2)[CH:5]=[CH:4][N:3]=1. The yield is 0.960. (6) The reactants are [NH2:1][C@@:2]([C:9]1[CH:14]=[C:13]([N+:15]([O-:17])=[O:16])[CH:12]=[CH:11][C:10]=1[F:18])([CH2:7][CH3:8])[CH2:3][C:4](O)=[O:5].B.[OH-].[Na+]. The catalyst is C1COCC1. The product is [NH2:1][C@@:2]([C:9]1[CH:14]=[C:13]([N+:15]([O-:17])=[O:16])[CH:12]=[CH:11][C:10]=1[F:18])([CH2:7][CH3:8])[CH2:3][CH2:4][OH:5]. The yield is 0.600.